This data is from Full USPTO retrosynthesis dataset with 1.9M reactions from patents (1976-2016). The task is: Predict the reactants needed to synthesize the given product. (1) Given the product [CH2:29]([O:28][C@:4]1([CH2:1][CH2:2][OH:37])[C@@H:8]([CH2:9][O:10][CH2:11][C:12]2[CH:13]=[CH:14][CH:15]=[CH:16][CH:17]=2)[O:7][C@@H:6]([N:18]2[CH:26]=[C:24]([CH3:25])[C:22](=[O:23])[NH:21][C:19]2=[O:20])[C@H:5]1[OH:27])[C:30]1[CH:35]=[CH:34][CH:33]=[CH:32][CH:31]=1, predict the reactants needed to synthesize it. The reactants are: [CH2:1]([C@@:4]1([O:28][CH2:29][C:30]2[CH:35]=[CH:34][CH:33]=[CH:32][CH:31]=2)[C@@H:8]([CH2:9][O:10][CH2:11][C:12]2[CH:17]=[CH:16][CH:15]=[CH:14][CH:13]=2)[O:7][C@@H:6]([N:18]2[CH:26]=[C:24]([CH3:25])[C:22](=[O:23])[NH:21][C:19]2=[O:20])[C@H:5]1[OH:27])[CH:2]=C.I([O-])(=O)(=O)=[O:37].[Na+].C(O)(C)(C)C. (2) The reactants are: [O:1]([C:8]1[CH:13]=[CH:12][C:11]([OH:14])=[CH:10][CH:9]=1)[C:2]1[CH:7]=[CH:6][CH:5]=[CH:4][CH:3]=1.[F:15][C:16]1[CH:24]=[CH:23][C:19]([C:20](Cl)=[O:21])=[CH:18][CH:17]=1. Given the product [F:15][C:16]1[CH:24]=[CH:23][C:19]([C:20]([C:5]2[CH:6]=[CH:7][C:2]([O:1][C:8]3[CH:9]=[CH:10][C:11]([OH:14])=[CH:12][CH:13]=3)=[CH:3][CH:4]=2)=[O:21])=[CH:18][CH:17]=1, predict the reactants needed to synthesize it.